This data is from Full USPTO retrosynthesis dataset with 1.9M reactions from patents (1976-2016). The task is: Predict the reactants needed to synthesize the given product. Given the product [CH3:1][O:2][C:3]([C:5]1[CH:14]=[CH:13][C:12]2[C:7](=[CH:8][CH:9]=[C:10]([O:15][CH2:24][CH2:23][CH2:22][N:16]3[CH2:21][CH2:20][CH2:19][CH2:18][CH2:17]3)[CH:11]=2)[CH:6]=1)=[O:4], predict the reactants needed to synthesize it. The reactants are: [CH3:1][O:2][C:3]([C:5]1[CH:14]=[CH:13][C:12]2[C:7](=[CH:8][CH:9]=[C:10]([OH:15])[CH:11]=2)[CH:6]=1)=[O:4].[N:16]1([CH2:22][CH2:23][CH2:24]O)[CH2:21][CH2:20][CH2:19][CH2:18][CH2:17]1.N(C(N1CCCCC1)=O)=NC(N1CCCCC1)=O.C(P(CCCC)CCCC)CCC.